Dataset: Catalyst prediction with 721,799 reactions and 888 catalyst types from USPTO. Task: Predict which catalyst facilitates the given reaction. (1) Reactant: O(Cl)Cl.[P+5].[NH2:5][C:6]1[CH:35]=[CH:34][CH:33]=[C:32]([F:36])[C:7]=1[O:8][CH2:9][C@H:10]1[O:15][CH2:14][C@@H:13]([CH2:16][O:17][Si:18]([C:21]([CH3:24])([CH3:23])[CH3:22])([CH3:20])[CH3:19])[N:12]([C:25]([O:27][C:28]([CH3:31])([CH3:30])[CH3:29])=[O:26])[CH2:11]1.[C:37]([O:41][C:42]([NH:44][C@H:45]([C:61](O)=[O:62])[CH:46]([C:54]1[CH:59]=[CH:58][C:57]([F:60])=[CH:56][CH:55]=1)[C:47]1[CH:52]=[CH:51][C:50]([F:53])=[CH:49][CH:48]=1)=[O:43])([CH3:40])([CH3:39])[CH3:38]. Product: [C:37]([O:41][C:42]([NH:44][C@H:45]([C:61]([NH:5][C:6]1[CH:35]=[CH:34][CH:33]=[C:32]([F:36])[C:7]=1[O:8][CH2:9][C@H:10]1[O:15][CH2:14][C@@H:13]([CH2:16][O:17][Si:18]([C:21]([CH3:22])([CH3:23])[CH3:24])([CH3:20])[CH3:19])[N:12]([C:25]([O:27][C:28]([CH3:29])([CH3:30])[CH3:31])=[O:26])[CH2:11]1)=[O:62])[CH:46]([C:54]1[CH:59]=[CH:58][C:57]([F:60])=[CH:56][CH:55]=1)[C:47]1[CH:52]=[CH:51][C:50]([F:53])=[CH:49][CH:48]=1)=[O:43])([CH3:39])([CH3:40])[CH3:38]. The catalyst class is: 17. (2) Reactant: Cl.Cl.[NH2:3][C:4]1[C:13]2[C:8](=[CH:9][C:10]([CH2:14][N:15]3[CH2:20][CH2:19][NH:18][CH2:17][C:16]3=[O:21])=[CH:11][CH:12]=2)[N:7]=[CH:6][N:5]=1.Br[CH2:23][C:24]1[S:28][C:27]2[CH:29]=[C:30]([Cl:33])[CH:31]=[CH:32][C:26]=2[CH:25]=1.C([O-])([O-])=O.[K+].[K+].FC(F)(F)C(O)=O. Product: [NH2:3][C:4]1[C:13]2[C:8](=[CH:9][C:10]([CH2:14][N:15]3[CH2:20][CH2:19][N:18]([CH2:23][C:24]4[S:28][C:27]5[CH:29]=[C:30]([Cl:33])[CH:31]=[CH:32][C:26]=5[CH:25]=4)[CH2:17][C:16]3=[O:21])=[CH:11][CH:12]=2)[N:7]=[CH:6][N:5]=1. The catalyst class is: 18. (3) Reactant: [CH:1]1[C:6]([OH:7])=[CH:5][CH:4]=[C:3]([Br:8])[CH:2]=1.[C:9]1(P([C:10]2[CH:9]=CC=[CH:12][CH:11]=2)[C:10]2[CH:9]=CC=[CH:12][CH:11]=2)C=C[CH:12]=[CH:11][CH:10]=1.[N:28]([C:35](OCC)=O)=NC(OCC)=O. Product: [Br:8][C:3]1[CH:4]=[CH:5][C:6]([O:7][CH:10]2[CH2:11][CH2:12][N:28]([CH3:35])[CH2:9]2)=[CH:1][CH:2]=1. The catalyst class is: 7.